From a dataset of Full USPTO retrosynthesis dataset with 1.9M reactions from patents (1976-2016). Predict the reactants needed to synthesize the given product. (1) Given the product [NH:11]1[CH2:12][CH2:13][CH:8]([C:5]2[CH:4]=[CH:3][C:2]([OH:1])=[CH:7][CH:6]=2)[CH2:9][CH2:10]1, predict the reactants needed to synthesize it. The reactants are: [OH:1][C:2]1[CH:7]=[CH:6][C:5]([C:8]2[CH2:13][CH2:12][N:11](C(OCC3C=CC=CC=3)=O)[CH2:10][CH:9]=2)=[CH:4][CH:3]=1. (2) The reactants are: Br[CH:2]1[CH2:5][CH2:4][C:3]1=[CH:6][CH:7]=O.C(OCC)(=S)C(N)=O.C(C1[N:21]=[C:22]([C:25]([O:27][CH2:28][CH3:29])=[O:26])[S:23]C=1)(C)C. Given the product [CH2:28]([O:27][C:25]([C:22]1[S:23][CH:7]=[C:6]([CH:3]2[CH2:2][CH2:5][CH2:4]2)[N:21]=1)=[O:26])[CH3:29], predict the reactants needed to synthesize it. (3) Given the product [CH3:12][O:13][C:14]1[CH:15]=[C:16]([C:22]2([CH2:27][NH:28][C:9](=[O:11])[CH2:8][CH2:7][C:1]3[CH:2]=[CH:3][CH:4]=[CH:5][CH:6]=3)[CH2:23][CH2:24][CH2:25][CH2:26]2)[CH:17]=[CH:18][C:19]=1[O:20][CH3:21], predict the reactants needed to synthesize it. The reactants are: [C:1]1([CH2:7][CH2:8][C:9]([OH:11])=O)[CH:6]=[CH:5][CH:4]=[CH:3][CH:2]=1.[CH3:12][O:13][C:14]1[CH:15]=[C:16]([C:22]2([CH2:27][NH2:28])[CH2:26][CH2:25][CH2:24][CH2:23]2)[CH:17]=[CH:18][C:19]=1[O:20][CH3:21].C(N(CC)CC)C.F[P-](F)(F)(F)(F)F.N1(OC(N(C)C)=[N+](C)C)C2N=CC=CC=2N=N1. (4) Given the product [C:16]([C:13]1[CH:14]=[C:15]2[C:7]([C:5]([C:4]3[C:3]([F:22])=[C:2]([NH:1][S:28]([N:23]4[CH2:27][CH2:26][CH2:25][CH2:24]4)(=[O:30])=[O:29])[CH:20]=[CH:19][C:18]=3[F:21])=[O:6])=[CH:8][NH:9][C:10]2=[N:11][CH:12]=1)#[N:17], predict the reactants needed to synthesize it. The reactants are: [NH2:1][C:2]1[C:3]([F:22])=[C:4]([C:18]([F:21])=[CH:19][CH:20]=1)[C:5]([C:7]1[C:15]2[C:10](=[N:11][CH:12]=[C:13]([C:16]#[N:17])[CH:14]=2)[NH:9][CH:8]=1)=[O:6].[N:23]1([S:28](Cl)(=[O:30])=[O:29])[CH2:27][CH2:26][CH2:25][CH2:24]1.Cl. (5) Given the product [C:1]([O:5][C:6]([N:8]1[CH2:13][C@H:12]([O:14][CH2:15][C:16]2[CH:25]=[C:24]([O:26][CH3:27])[C:23]3[C:18](=[CH:19][CH:20]=[CH:21][CH:22]=3)[CH:17]=2)[C@@H:11]([C:28]2[CH:33]=[CH:32][C:31]([OH:34])=[CH:30][CH:29]=2)[C@H:10]([O:38][CH2:39][C@H:40]([OH:44])[CH2:41][O:42][CH3:43])[CH2:9]1)=[O:7])([CH3:3])([CH3:4])[CH3:2], predict the reactants needed to synthesize it. The reactants are: [C:1]([O:5][C:6]([N:8]1[CH2:13][C@H:12]([O:14][CH2:15][C:16]2[CH:25]=[C:24]([O:26][CH3:27])[C:23]3[C:18](=[CH:19][CH:20]=[CH:21][CH:22]=3)[CH:17]=2)[C@@H:11]([C:28]2[CH:33]=[CH:32][C:31]([O:34]CC=C)=[CH:30][CH:29]=2)[C@H:10]([O:38][CH2:39][C@H:40]([OH:44])[CH2:41][O:42][CH3:43])[CH2:9]1)=[O:7])([CH3:4])([CH3:3])[CH3:2].C1(P(C2C=CC=CC=2)C2C=CC=CC=2)C=CC=CC=1.[BH4-].[Li+]. (6) Given the product [Cl:36][C:31]1[CH:32]=[CH:33][CH:34]=[CH:35][C:30]=1[O:29][C:27]1[CH2:28][N:24]([C@@H:19]([CH2:20][CH:21]([CH3:22])[CH3:23])[C:18]([OH:38])=[O:4])[C:25](=[O:37])[CH:26]=1, predict the reactants needed to synthesize it. The reactants are: CC([OH:4])C.CC1(C)O[C@H](CN2C=CC(N[C:18](=[O:38])[C@@H:19]([N:24]3[CH2:28][C:27]([O:29][C:30]4[CH:35]=[CH:34][CH:33]=[CH:32][C:31]=4[Cl:36])=[CH:26][C:25]3=[O:37])[CH2:20][CH:21]([CH3:23])[CH3:22])=N2)CO1.Cl.C(OC)(C)(C)C.